This data is from Full USPTO retrosynthesis dataset with 1.9M reactions from patents (1976-2016). The task is: Predict the reactants needed to synthesize the given product. (1) Given the product [NH2:8][C:7]1[C:2]([F:1])=[CH:3][C:4]([CH3:25])=[C:5]([N:11]2[CH2:20][C:19]3[C:14](=[N:15][C:16]([S:21][CH3:22])=[N:17][CH:18]=3)[N:13]([CH3:23])[C:12]2=[O:24])[CH:6]=1, predict the reactants needed to synthesize it. The reactants are: [F:1][C:2]1[C:7]([N+:8]([O-])=O)=[CH:6][C:5]([N:11]2[CH2:20][C:19]3[C:14](=[N:15][C:16]([S:21][CH3:22])=[N:17][CH:18]=3)[N:13]([CH3:23])[C:12]2=[O:24])=[C:4]([CH3:25])[CH:3]=1.Cl. (2) Given the product [C@H:1]12[CH2:25][C@H:4]([N:5]([C:7]3[N:12]=[C:11]([C:81]4[CH:80]=[CH:79][CH:78]=[CH:77][N:82]=4)[N:10]=[C:9]([C:14]4[CH:15]=[C:16]([O:21][CH:22]([F:24])[F:23])[C:17]([NH2:20])=[N:18][CH:19]=4)[CH:8]=3)[CH2:6]1)[CH2:3][O:2]2, predict the reactants needed to synthesize it. The reactants are: [C@H:1]12[CH2:25][C@H:4]([N:5]([C:7]3[N:12]=[C:11](Cl)[N:10]=[C:9]([C:14]4[CH:15]=[C:16]([O:21][CH:22]([F:24])[F:23])[C:17]([NH2:20])=[N:18][CH:19]=4)[CH:8]=3)[CH2:6]1)[CH2:3][O:2]2.C1(P(C2CCCCC2)C2C=CC=CC=2C2C(C(C)C)=CC(C(C)C)=CC=2C(C)C)CCCCC1.C(=O)([O-])[O-].[K+].[K+].[B-]12([C:77]3[N:82]=[CH:81][CH:80]=[CH:79][CH:78]=3)OC(=O)C[N+]1(C)CC(O2)=O.